This data is from Tyrosyl-DNA phosphodiesterase HTS with 341,365 compounds. The task is: Binary Classification. Given a drug SMILES string, predict its activity (active/inactive) in a high-throughput screening assay against a specified biological target. (1) The compound is O=C(N1CCN(CC1)c1ccc(OC)cc1)Nc1c2c(c(=O)n(CC(C)C)c1)cccc2. The result is 0 (inactive). (2) The drug is S(c1nc2c(nc1Cc1c(OC)cccc1)cccc2)CC(=O)N(c1ccc(F)cc1)C. The result is 0 (inactive). (3) The compound is S(C(C)(C)C)CCNC(=O)COc1ccccc1. The result is 0 (inactive). (4) The drug is OC(=O)c1ccc(Cn2c(ccc2C)C)cc1. The result is 1 (active). (5) The drug is S1\C(C(=O)N(c2ccc(cc2)C(O)=O)C1=S)=C/C(=C\c1ccccc1)C. The result is 0 (inactive). (6) The molecule is O=C(NCCC(=O)N\N=C\C)c1ccccc1. The result is 0 (inactive). (7) The compound is S(=O)(=O)(N1CCCCCC1)c1cc(ccc1)C(=O)Nc1ccc(NC(=O)C)cc1. The result is 0 (inactive). (8) The drug is Clc1c(ccc(NNC(=O)c2sccc2)c1)C. The result is 0 (inactive). (9) The drug is O(C(=O)CCC(=O)c1ccccc1)CC(=O)Nc1oc(nn1)c1ccccc1. The result is 0 (inactive).